This data is from Catalyst prediction with 721,799 reactions and 888 catalyst types from USPTO. The task is: Predict which catalyst facilitates the given reaction. (1) Reactant: C(O)(C(F)(F)F)=O.[C:8]([N:11]([CH2:40][CH2:41][N:42]([CH3:44])[CH3:43])[C:12]1[CH:39]=[CH:38][C:15]([C:16]([NH:18][C:19]2[CH:24]=[C:23]([C:25]3[S:26][CH:27]=[CH:28][CH:29]=3)[CH:22]=[CH:21][C:20]=2[NH:30]C(=O)OC(C)(C)C)=[O:17])=[CH:14][CH:13]=1)(=[O:10])[CH3:9]. Product: [C:8]([N:11]([CH2:40][CH2:41][N:42]([CH3:43])[CH3:44])[C:12]1[CH:39]=[CH:38][C:15]([C:16]([NH:18][C:19]2[CH:24]=[C:23]([C:25]3[S:26][CH:27]=[CH:28][CH:29]=3)[CH:22]=[CH:21][C:20]=2[NH2:30])=[O:17])=[CH:14][CH:13]=1)(=[O:10])[CH3:9]. The catalyst class is: 2. (2) Reactant: [O:1]1[CH2:5][CH2:4][O:3][CH:2]1[C:6]1[CH:13]=[CH:12][C:9]([C:10]#[N:11])=[CH:8][CH:7]=1.[SH2:14]. Product: [O:1]1[CH2:5][CH2:4][O:3][CH:2]1[C:6]1[CH:13]=[CH:12][C:9]([C:10](=[S:14])[NH2:11])=[CH:8][CH:7]=1. The catalyst class is: 228. (3) Reactant: Cl[C:2]1[C:11]2[C:6](=[C:7]([Cl:12])[CH:8]=[CH:9][CH:10]=2)[CH:5]=[C:4]([O:13][CH2:14][CH:15]([F:17])[F:16])[N:3]=1.[F-:18].[Cs+]. Product: [Cl:12][C:7]1[CH:8]=[CH:9][CH:10]=[C:11]2[C:6]=1[CH:5]=[C:4]([O:13][CH2:14][CH:15]([F:17])[F:16])[N:3]=[C:2]2[F:18]. The catalyst class is: 16. (4) Reactant: [CH2:1]([C:3]1[CH:35]=[CH:34][C:6]([CH2:7][NH:8][CH:9]2[CH2:14][CH2:13][N:12]([CH2:15][CH2:16][N:17]3[C:26]4[C:21](=[CH:22][CH:23]=[C:24]([O:27][CH3:28])[CH:25]=4)[C:20]([C:29]([NH:31][CH3:32])=[O:30])=[CH:19][C:18]3=[O:33])[CH2:11][CH2:10]2)=[CH:5][CH:4]=1)[CH3:2].[ClH:36].C(OCC)(=O)C. Product: [ClH:36].[CH2:1]([C:3]1[CH:35]=[CH:34][C:6]([CH2:7][NH:8][CH:9]2[CH2:10][CH2:11][N:12]([CH2:15][CH2:16][N:17]3[C:26]4[C:21](=[CH:22][CH:23]=[C:24]([O:27][CH3:28])[CH:25]=4)[C:20]([C:29]([NH:31][CH3:32])=[O:30])=[CH:19][C:18]3=[O:33])[CH2:13][CH2:14]2)=[CH:5][CH:4]=1)[CH3:2]. The catalyst class is: 5. (5) Reactant: [NH2:1][CH2:2][C:3]1[C:4]([C:20]([F:23])([F:22])[F:21])=[N:5][N:6]([CH2:8][C:9]2[NH:10][C:11](=[O:19])[C:12]3[CH:17]=[C:16]([CH3:18])[S:15][C:13]=3[N:14]=2)[CH:7]=1.CCN(C(C)C)C(C)C.[C:33](Cl)(=[O:35])[CH3:34]. Product: [CH3:18][C:16]1[S:15][C:13]2[N:14]=[C:9]([CH2:8][N:6]3[CH:7]=[C:3]([CH2:2][NH:1][C:33](=[O:35])[CH3:34])[C:4]([C:20]([F:22])([F:21])[F:23])=[N:5]3)[NH:10][C:11](=[O:19])[C:12]=2[CH:17]=1. The catalyst class is: 2. (6) Reactant: [Br:1][C:2]1[CH:10]=[C:9]2[C:5]([CH2:6][C:7](=[O:11])[NH:8]2)=[CH:4][CH:3]=1.[Cl:12][C:13]1[C:14]([F:21])=[C:15]([CH:18]=[CH:19][CH:20]=1)[CH:16]=O.N1CCCCC1. Product: [Br:1][C:2]1[CH:10]=[C:9]2[C:5](/[C:6](=[CH:16]/[C:15]3[CH:18]=[CH:19][CH:20]=[C:13]([Cl:12])[C:14]=3[F:21])/[C:7](=[O:11])[NH:8]2)=[CH:4][CH:3]=1. The catalyst class is: 5.